Dataset: Reaction yield outcomes from USPTO patents with 853,638 reactions. Task: Predict the reaction yield, written as a fraction of the theoretical maximum amount of product (1.0 means a 100% yield; for example, 0.34 means a 34% yield). (1) The reactants are [CH3:1][O:2][C:3]1[CH:10]=[CH:9][C:8]([N+:11]([O-])=O)=[CH:7][C:4]=1[CH2:5][OH:6].Cl[Sn]Cl.O.[OH-].[Na+]. The catalyst is CCO. The product is [OH:6][CH2:5][C:4]1[CH:7]=[C:8]([CH:9]=[CH:10][C:3]=1[O:2][CH3:1])[NH2:11].[NH2:11][C:8]1[CH:9]=[CH:10][CH:3]=[CH:4][CH:7]=1. The yield is 0.840. (2) The reactants are [Cl-].O[NH3+:3].[C:4](=[O:7])([O-])[OH:5].[Na+].CS(C)=O.[O:13]1[C:17]2[CH:18]=[CH:19][C:20]([N:22]3[C:27](=[O:28])[C:26]([CH2:29][C:30]4[CH:35]=[CH:34][C:33]([C:36]5[C:37]([C:42]#[N:43])=[CH:38][CH:39]=[CH:40][CH:41]=5)=[CH:32][CH:31]=4)=[C:25]([CH2:44][CH2:45][CH2:46][CH3:47])[N:24]=[C:23]3[CH3:48])=[CH:21][C:16]=2[O:15][CH2:14]1. The catalyst is O.C(OCC)(=O)C. The product is [O:13]1[C:17]2[CH:18]=[CH:19][C:20]([N:22]3[C:27](=[O:28])[C:26]([CH2:29][C:30]4[CH:35]=[CH:34][C:33]([C:36]5[CH:41]=[CH:40][CH:39]=[CH:38][C:37]=5[C:42]5[NH:3][C:4](=[O:7])[O:5][N:43]=5)=[CH:32][CH:31]=4)=[C:25]([CH2:44][CH2:45][CH2:46][CH3:47])[N:24]=[C:23]3[CH3:48])=[CH:21][C:16]=2[O:15][CH2:14]1. The yield is 0.770. (3) The reactants are Cl.[CH:2]([N:5]1[C:9]([C:10]2[N:19]=[C:18]3[N:12]([CH2:13][CH2:14][O:15][C:16]4[CH:23]=[C:22]([CH:24]5[CH2:29][CH2:28][NH:27][CH2:26][CH2:25]5)[CH:21]=[CH:20][C:17]=43)[CH:11]=2)=[N:8][C:7]([CH3:30])=[N:6]1)([CH3:4])[CH3:3].C(=O)([O-])[O-].[K+].[K+].Br[CH2:38][C:39]([NH2:41])=[O:40]. The catalyst is CN(C=O)C.C(OCC)(=O)C.CO. The product is [CH:2]([N:5]1[C:9]([C:10]2[N:19]=[C:18]3[C:17]4[CH:20]=[CH:21][C:22]([CH:24]5[CH2:29][CH2:28][N:27]([CH2:38][C:39]([NH2:41])=[O:40])[CH2:26][CH2:25]5)=[CH:23][C:16]=4[O:15][CH2:14][CH2:13][N:12]3[CH:11]=2)=[N:8][C:7]([CH3:30])=[N:6]1)([CH3:4])[CH3:3]. The yield is 0.410.